This data is from Forward reaction prediction with 1.9M reactions from USPTO patents (1976-2016). The task is: Predict the product of the given reaction. (1) Given the reactants Cl[C:2]1[CH:7]=[CH:6][C:5]([CH3:8])=[CH:4][C:3]=1[N+:9]([O-:11])=[O:10].[N:12]1[CH:17]=[CH:16][CH:15]=[CH:14][C:13]=1[OH:18].C(=O)([O-])[O-].[K+].[K+], predict the reaction product. The product is: [CH3:8][C:5]1[CH:6]=[CH:7][C:2]([O:18][C:13]2[CH:14]=[CH:15][CH:16]=[CH:17][N:12]=2)=[C:3]([N+:9]([O-:11])=[O:10])[CH:4]=1. (2) Given the reactants [BH4-].[Na+].Cl[C:4]1([C:14]([O:16][C:17]([CH3:20])([CH3:19])[CH3:18])=[O:15])[CH2:6][CH:5]1[C:7]([O:9][C:10]([CH3:13])([CH3:12])[CH3:11])=[O:8], predict the reaction product. The product is: [CH:5]1([C:7]([O:9][C:10]([CH3:13])([CH3:12])[CH3:11])=[O:8])[CH2:6][CH:4]1[C:14]([O:16][C:17]([CH3:18])([CH3:19])[CH3:20])=[O:15].